Dataset: Full USPTO retrosynthesis dataset with 1.9M reactions from patents (1976-2016). Task: Predict the reactants needed to synthesize the given product. (1) Given the product [Br:11][C:12]1[C:17]([CH:18]([CH3:23])[CH3:19])=[CH:16][C:15]([OH:27])=[C:14]([C:28]([F:29])([F:30])[F:31])[CH:13]=1, predict the reactants needed to synthesize it. The reactants are: C(C1C=C(O)C=CC=1)(C)C.[Br:11][C:12]1[C:17]([CH:18]([C:23](F)(F)F)[C:19](F)(F)F)=[CH:16][C:15]([OH:27])=[C:14]([C:28]([F:31])([F:30])[F:29])[CH:13]=1. (2) Given the product [Cl:3][CH2:4][C:5]([NH:7][C@H:8]1[C@H:17]([OH:18])[C:16]2[C:11](=[CH:12][CH:13]=[CH:14][CH:15]=2)[O:10][CH2:9]1)=[O:6], predict the reactants needed to synthesize it. The reactants are: [BH4-].[Na+].[Cl:3][CH2:4][C:5]([NH:7][CH:8]1[C:17](=[O:18])[C:16]2[C:11](=[CH:12][CH:13]=[CH:14][CH:15]=2)[O:10][CH2:9]1)=[O:6].O.Cl.